Dataset: Catalyst prediction with 721,799 reactions and 888 catalyst types from USPTO. Task: Predict which catalyst facilitates the given reaction. (1) Reactant: [OH:1][C@@H:2]1[CH2:6][N:5]([C:7]([O:9][C:10]([CH3:13])([CH3:12])[CH3:11])=[O:8])[C@H:4]([C:14]2[NH:15][C:16](C3C=CC(B4OC(C)(C)C(C)(C)O4)=CC=3)=[CH:17][N:18]=2)[CH2:3]1.Br[C:35]1[CH:36]=[C:37]2[C:42](=[CH:43][CH:44]=1)[CH:41]=[C:40]([C:45]1[NH:49][C:48]([C@@H:50]3[CH2:54][CH2:53][CH2:52][N:51]3[C:55](=[O:65])[C@@H:56]([NH:60][C:61](=[O:64])[O:62][CH3:63])[CH:57]([CH3:59])[CH3:58])=[N:47][CH:46]=1)[CH:39]=[CH:38]2.C([O-])([O-])=O.[K+].[K+]. Product: [OH:1][C@@H:2]1[CH2:6][N:5]([C:7]([O:9][C:10]([CH3:13])([CH3:11])[CH3:12])=[O:8])[C@H:4]([C:14]2[NH:15][C:16]([C:35]3[CH:36]=[CH:37][C:42]([C:35]4[CH:44]=[CH:43][C:42]5[C:37](=[CH:38][CH:39]=[C:40]([C:45]6[NH:49][C:48]([C@@H:50]7[CH2:54][CH2:53][CH2:52][N:51]7[C:55](=[O:65])[C@@H:56]([NH:60][C:61]([O:62][CH3:63])=[O:64])[CH:57]([CH3:59])[CH3:58])=[N:47][CH:46]=6)[CH:41]=5)[CH:36]=4)=[CH:43][CH:44]=3)=[CH:17][N:18]=2)[CH2:3]1. The catalyst class is: 104. (2) Reactant: [CH2:1]=[CH:2][C:3]1[CH:8]=[CH:7][CH:6]=[CH:5][CH:4]=1.[C:9](#[N:12])[CH:10]=[CH2:11].CC(C(C(C(S)(C)C)(C)C)(C)C)C.C(OOC(=O)C1C=CC=CC=1)(=O)C1C=CC=CC=1.C(OOC(C1C=CC=CC=1)(C)C)(C1C=CC=CC=1)(C)C.C=CN1C(=O)CCC1. Product: [CH2:11]=[CH:10][C:9]#[N:12].[CH2:1]=[CH:2][C:3]1[CH:8]=[CH:7][CH:6]=[CH:5][CH:4]=1. The catalyst class is: 6. (3) Reactant: [O:1]=[C:2]1[C:10]2[C:5](=[CH:6][CH:7]=[CH:8][CH:9]=2)[C:4](=[O:11])[N:3]1[CH2:12][C:13]([OH:15])=O.C(Cl)(=O)C([Cl:19])=O. Product: [O:1]=[C:2]1[C:10]2[C:5](=[CH:6][CH:7]=[CH:8][CH:9]=2)[C:4](=[O:11])[N:3]1[CH2:12][C:13]([Cl:19])=[O:15]. The catalyst class is: 139. (4) Reactant: [C:1]([C:5]1[O:9][N:8]=[C:7]([NH:10][C:11]([C@@H:13]2[CH2:18][CH2:17][CH2:16][CH2:15][N:14]2[C:19]([N:21]2[CH2:26][CH2:25][NH:24][CH2:23][CH2:22]2)=[O:20])=[O:12])[CH:6]=1)([CH3:4])([CH3:3])[CH3:2].[C:27](Cl)(=[O:30])[CH2:28][CH3:29].C(N(CC)C(C)C)(C)C. Product: [C:1]([C:5]1[O:9][N:8]=[C:7]([NH:10][C:11]([C@@H:13]2[CH2:18][CH2:17][CH2:16][CH2:15][N:14]2[C:19]([N:21]2[CH2:26][CH2:25][N:24]([C:27](=[O:30])[CH2:28][CH3:29])[CH2:23][CH2:22]2)=[O:20])=[O:12])[CH:6]=1)([CH3:4])([CH3:2])[CH3:3]. The catalyst class is: 375. (5) Reactant: [CH3:1][N:2]([CH3:28])[S:3]([C:6]1[CH:7]=[C:8]([C:12]2[C:21]([CH3:23])([CH3:22])[CH2:20][C:19]3[C:14](=[CH:15][CH:16]=[C:17]([C:24]([O:26][CH3:27])=[O:25])[CH:18]=3)[N:13]=2)[CH:9]=[CH:10][CH:11]=1)(=[O:5])=[O:4]. Product: [CH3:28][N:2]([CH3:1])[S:3]([C:6]1[CH:7]=[C:8]([CH:12]2[C:21]([CH3:23])([CH3:22])[CH2:20][C:19]3[C:14](=[CH:15][CH:16]=[C:17]([C:24]([O:26][CH3:27])=[O:25])[CH:18]=3)[NH:13]2)[CH:9]=[CH:10][CH:11]=1)(=[O:5])=[O:4]. The catalyst class is: 541. (6) Reactant: C(OC([N:11]1[CH2:16][CH2:15][C:14]([O:19][CH3:20])([O:17][CH3:18])[CH2:13][CH:12]1[C:21]1[CH:26]=[CH:25][C:24]([F:27])=[CH:23][C:22]=1[CH3:28])=O)C1C=CC=CC=1. Product: [F:27][C:24]1[CH:25]=[CH:26][C:21]([CH:12]2[CH2:13][C:14]([O:19][CH3:20])([O:17][CH3:18])[CH2:15][CH2:16][NH:11]2)=[C:22]([CH3:28])[CH:23]=1. The catalyst class is: 178. (7) Reactant: [C:1]([C@H:5]1[O:9][C:8](=[O:10])[C@@:7]([C@@H:17]2[CH2:21][CH2:20][C:19](=[O:22])[CH2:18]2)([C:11]2[CH:16]=[CH:15][CH:14]=[CH:13][CH:12]=2)[O:6]1)([CH3:4])([CH3:3])[CH3:2].[BH4-].[Na+]. Product: [C:1]([C@H:5]1[O:9][C:8](=[O:10])[C@@:7]([C@@H:17]2[CH2:21][CH2:20][CH:19]([OH:22])[CH2:18]2)([C:11]2[CH:16]=[CH:15][CH:14]=[CH:13][CH:12]=2)[O:6]1)([CH3:4])([CH3:2])[CH3:3]. The catalyst class is: 459. (8) Reactant: [F:1][C:2]([F:30])([C:16]1[CH:21]=[CH:20][C:19]([O:22][CH2:23][CH2:24][CH2:25][C:26]([F:29])([F:28])[F:27])=[CH:18][CH:17]=1)[O:3][C:4]1[CH:9]=[CH:8][C:7](/[CH:10]=[CH:11]/[C:12]([O:14]C)=[O:13])=[CH:6][CH:5]=1.[OH-].[Na+].Cl. Product: [F:1][C:2]([F:30])([C:16]1[CH:21]=[CH:20][C:19]([O:22][CH2:23][CH2:24][CH2:25][C:26]([F:29])([F:28])[F:27])=[CH:18][CH:17]=1)[O:3][C:4]1[CH:9]=[CH:8][C:7](/[CH:10]=[CH:11]/[C:12]([OH:14])=[O:13])=[CH:6][CH:5]=1. The catalyst class is: 38. (9) Reactant: [CH:1]12[O:8][CH:5]([CH:6]=[CH:7]1)[CH2:4][CH2:3][C:2]2=O.N1CCCC1.[O-][S:16]([O-])(=O)=O.[Mg+2].[S].[N:22]#[C:23][NH2:24]. Product: [S:16]1[C:3]2[CH2:4][CH:5]3[O:8][CH:1]([C:2]=2[N:22]=[C:23]1[NH2:24])[CH:7]=[CH:6]3. The catalyst class is: 244. (10) Reactant: C(=O)([O-])[O-].[K+].[K+].[F:7][C:8]1[CH:9]=[C:10]2[C:14](=[CH:15][CH:16]=1)[NH:13][CH:12]=[C:11]2[N+:17]([O-:19])=[O:18].Br[CH2:21][CH2:22][CH3:23]. Product: [F:7][C:8]1[CH:9]=[C:10]2[C:14](=[CH:15][CH:16]=1)[N:13]([CH2:21][CH2:22][CH3:23])[CH:12]=[C:11]2[N+:17]([O-:19])=[O:18]. The catalyst class is: 10.